Predict the reaction yield, written as a fraction of the theoretical maximum amount of product (1.0 means a 100% yield; for example, 0.34 means a 34% yield). From a dataset of Reaction yield outcomes from USPTO patents with 853,638 reactions. (1) The reactants are [Cl:1][C:2]1[CH:7]=[C:6]([O:8][CH3:9])[C:5]([F:10])=[CH:4][C:3]=1[C:11]1[CH:16]=[CH:15][N:14]=[C:13](OS(C(F)(F)F)(=O)=O)[C:12]=1[N+:25]([O-:27])=[O:26].[CH:28]1([C@@H:31]([NH2:34])[CH2:32][CH3:33])[CH2:30][CH2:29]1. No catalyst specified. The product is [Cl:1][C:2]1[CH:7]=[C:6]([O:8][CH3:9])[C:5]([F:10])=[CH:4][C:3]=1[C:11]1[CH:16]=[CH:15][N:14]=[C:13]([NH:34][C@H:31]([CH:28]2[CH2:30][CH2:29]2)[CH2:32][CH3:33])[C:12]=1[N+:25]([O-:27])=[O:26]. The yield is 0.120. (2) The reactants are [CH2:1]([N:8]1[CH2:13][CH2:12][C:11]([C:22]2[CH:29]=[CH:28][C:25]([C:26]#[N:27])=[CH:24][CH:23]=2)([C:14]2[CH:19]=[CH:18][CH:17]=[C:16]([O:20][CH3:21])[CH:15]=2)[CH2:10][CH2:9]1)[C:2]1[CH:7]=[CH:6][CH:5]=[CH:4][CH:3]=1.C([Sn](=O)CCCC)CCC.C[Si]([N:44]=[N+:45]=[N-:46])(C)C. The catalyst is C1(C)C=CC=CC=1. The product is [CH2:1]([N:8]1[CH2:13][CH2:12][C:11]([C:14]2[CH:19]=[CH:18][CH:17]=[C:16]([O:20][CH3:21])[CH:15]=2)([C:22]2[CH:23]=[CH:24][C:25]([C:26]3[NH:46][N:45]=[N:44][N:27]=3)=[CH:28][CH:29]=2)[CH2:10][CH2:9]1)[C:2]1[CH:7]=[CH:6][CH:5]=[CH:4][CH:3]=1. The yield is 0.710. (3) The product is [NH:1]1[C:5]2[CH:6]=[CH:7][CH:8]=[CH:9][C:4]=2[N:3]=[C:2]1[CH2:10][N:11]([CH2:12][C:13]1[CH:14]=[CH:15][C:16]([CH:19]=[N:20][OH:34])=[CH:17][CH:18]=1)[CH:21]1[C:30]2[N:29]=[CH:28][CH:27]=[CH:26][C:25]=2[CH2:24][CH2:23][CH2:22]1. The catalyst is CO.O.O.[O-][W]([O-])(=O)=O.[Na+].[Na+]. The reactants are [NH:1]1[C:5]2[CH:6]=[CH:7][CH:8]=[CH:9][C:4]=2[N:3]=[C:2]1[CH2:10][N:11]([CH:21]1[C:30]2[N:29]=[CH:28][CH:27]=[CH:26][C:25]=2[CH2:24][CH2:23][CH2:22]1)[CH2:12][C:13]1[CH:18]=[CH:17][C:16]([CH2:19][NH2:20])=[CH:15][CH:14]=1.OO.C(=O)(O)[O-:34].[Na+]. The yield is 0.630. (4) The reactants are [NH2:1][C:2]1[S:3][C:4]2[C:9]([NH:10][C@H:11]([CH2:14][CH:15]([CH3:17])[CH3:16])[CH2:12][OH:13])=[N:8][C:7]([SH:18])=[N:6][C:5]=2[N:19]=1.Cl[C@@H:21]([C:23]1[C:28]([F:29])=[CH:27][CH:26]=[CH:25][N:24]=1)[CH3:22]. No catalyst specified. The product is [NH2:1][C:2]1[S:3][C:4]2[C:9]([NH:10][C@H:11]([CH2:14][CH:15]([CH3:16])[CH3:17])[CH2:12][OH:13])=[N:8][C:7]([S:18][C@H:21]([C:23]3[C:28]([F:29])=[CH:27][CH:26]=[CH:25][N:24]=3)[CH3:22])=[N:6][C:5]=2[N:19]=1. The yield is 0.470. (5) The reactants are C(N(CC)CC)C.[Br:8][C:9]1[CH:17]=[CH:16][C:15]([S:18]([CH:21]([CH3:23])[CH3:22])(=[O:20])=[O:19])=[CH:14][C:10]=1[C:11]([NH2:13])=O.FC(F)(F)C(OC(=O)C(F)(F)F)=O. The catalyst is C1COCC1.CCOC(C)=O. The product is [Br:8][C:9]1[CH:17]=[CH:16][C:15]([S:18]([CH:21]([CH3:23])[CH3:22])(=[O:20])=[O:19])=[CH:14][C:10]=1[C:11]#[N:13]. The yield is 0.860. (6) The reactants are [OH:1][CH2:2][C@H:3]1[NH:7][C:6](=[O:8])[CH2:5][CH2:4]1.[C:9]([Si:13](Cl)([C:20]1[CH:25]=[CH:24][CH:23]=[CH:22][CH:21]=1)[C:14]1[CH:19]=[CH:18][CH:17]=[CH:16][CH:15]=1)([CH3:12])([CH3:11])[CH3:10].CCN(CC)CC.N1CCCC1=O. The catalyst is C(Cl)Cl.CN(C1C=CN=CC=1)C. The product is [Si:13]([O:1][CH2:2][C@H:3]1[NH:7][C:6](=[O:8])[CH2:5][CH2:4]1)([C:9]([CH3:12])([CH3:11])[CH3:10])([C:20]1[CH:21]=[CH:22][CH:23]=[CH:24][CH:25]=1)[C:14]1[CH:19]=[CH:18][CH:17]=[CH:16][CH:15]=1. The yield is 0.740. (7) The reactants are C(=O)(O)O.[C:5]1([NH:11][C:12]([NH2:14])=[NH:13])[CH:10]=[CH:9][CH:8]=[CH:7][CH:6]=1.CN(C)[CH:17]=[CH:18][C:19]([C:21]1[CH:30]=[CH:29][C:28]2[NH:27][C:26](=[O:31])[C:25]3[NH:32][CH:33]=[CH:34][C:24]=3[C:23]=2[CH:22]=1)=O.[CH2:36]([C:38]([O-:40])=[O:39])[CH3:37]. The catalyst is CC(N(C)C)=O. The product is [O:31]=[C:26]1[C:25]2[NH:32][CH:33]=[CH:34][C:24]=2[C:23]2[CH:22]=[C:21]([C:19]3[CH:18]=[CH:17][N:14]=[C:12]([NH:11][C:5]4[CH:10]=[CH:9][CH:8]=[CH:7][CH:6]=4)[N:13]=3)[CH:30]=[CH:29][C:28]=2[NH:27]1.[CH2:36]([C:38]([O-:40])=[O:39])[CH3:37]. The yield is 0.440.